From a dataset of Forward reaction prediction with 1.9M reactions from USPTO patents (1976-2016). Predict the product of the given reaction. Given the reactants [H-].[Na+].[Cl:3][C:4]1[CH:5]=[N:6][CH:7]=[C:8]([Cl:25])[C:9]=1[NH:10][C:11]1[C:20]2[C:15](=[C:16]([OH:23])[C:17]([O:21][CH3:22])=[CH:18][CH:19]=2)[O:14][C:13](=[O:24])[CH:12]=1.[Br:26][CH2:27][CH2:28][CH2:29][CH2:30]Br.OP([O-])(O)=O.[K+], predict the reaction product. The product is: [Br:26][CH2:27][CH2:28][CH2:29][CH2:30][O:23][C:16]1[C:17]([O:21][CH3:22])=[CH:18][CH:19]=[C:20]2[C:15]=1[O:14][C:13](=[O:24])[CH:12]=[C:11]2[NH:10][C:9]1[C:8]([Cl:25])=[CH:7][N:6]=[CH:5][C:4]=1[Cl:3].